Dataset: Forward reaction prediction with 1.9M reactions from USPTO patents (1976-2016). Task: Predict the product of the given reaction. (1) Given the reactants [CH3:1][C:2]1([C:7]2[O:11][C:10]([CH2:12][N:13]3[CH:17]=[CH:16][C:15]([NH2:18])=[N:14]3)=[CH:9][CH:8]=2)[O:6]CCO1.[F:19][C:20]1[CH:21]=[C:22]([C:26]2[O:30][CH:29]=[N:28][C:27]=2[C:31](O)=[O:32])[CH:23]=[CH:24][CH:25]=1, predict the reaction product. The product is: [C:2]([C:7]1[O:11][C:10]([CH2:12][N:13]2[CH:17]=[CH:16][C:15]([NH:18][C:31]([C:27]3[N:28]=[CH:29][O:30][C:26]=3[C:22]3[CH:23]=[CH:24][CH:25]=[C:20]([F:19])[CH:21]=3)=[O:32])=[N:14]2)=[CH:9][CH:8]=1)(=[O:6])[CH3:1]. (2) Given the reactants Cl.Cl.Cl.[NH2:4][CH2:5][C:6]1[O:7][C:8]([CH2:12][NH:13][C:14]([C:16]2[CH:20]=[C:19]([NH:21][C:22](=[O:32])[C:23]3[CH:28]=[C:27]([F:29])[C:26]([F:30])=[CH:25][C:24]=3[Cl:31])[NH:18][N:17]=2)=[O:15])=[C:9]([CH3:11])[N:10]=1.C(N(CC)CC)C.[C:40]1([CH3:50])[CH:45]=[CH:44][C:43]([S:46](Cl)(=[O:48])=[O:47])=[CH:42][CH:41]=1, predict the reaction product. The product is: [CH3:11][C:9]1[N:10]=[C:6]([CH2:5][NH:4][S:46]([C:43]2[CH:44]=[CH:45][C:40]([CH3:50])=[CH:41][CH:42]=2)(=[O:48])=[O:47])[O:7][C:8]=1[CH2:12][NH:13][C:14]([C:16]1[CH:20]=[C:19]([NH:21][C:22](=[O:32])[C:23]2[CH:28]=[C:27]([F:29])[C:26]([F:30])=[CH:25][C:24]=2[Cl:31])[NH:18][N:17]=1)=[O:15]. (3) Given the reactants [NH:1]1[C:9]2[C:4](=[CH:5][CH:6]=[CH:7][CH:8]=2)[C:3](/[CH:10]=[CH:11]/[C:12]([NH:14][C:15]2[CH:24]=[CH:23][C:18]([C:19]([O:21]C)=[O:20])=[CH:17][CH:16]=2)=[O:13])=[N:2]1.[OH-].[Li+].Cl, predict the reaction product. The product is: [NH:1]1[C:9]2[C:4](=[CH:5][CH:6]=[CH:7][CH:8]=2)[C:3](/[CH:10]=[CH:11]/[C:12]([NH:14][C:15]2[CH:16]=[CH:17][C:18]([C:19]([OH:21])=[O:20])=[CH:23][CH:24]=2)=[O:13])=[N:2]1. (4) The product is: [ClH:34].[N:2]12[CH2:7][CH2:6][CH:5]([CH2:8][CH2:9]1)[C@@H:4]([NH:10][C:11]([C:13]1[S:14][C:15]3[CH:21]=[C:20]([NH:22][S:31]([CH3:30])(=[O:33])=[O:32])[CH:19]=[CH:18][C:16]=3[CH:17]=1)=[O:12])[CH2:3]2. Given the reactants Cl.[N:2]12[CH2:9][CH2:8][CH:5]([CH2:6][CH2:7]1)[C@@H:4]([NH:10][C:11]([C:13]1[S:14][C:15]3[CH:21]=[C:20]([NH2:22])[CH:19]=[CH:18][C:16]=3[CH:17]=1)=[O:12])[CH2:3]2.C(N(CC)CC)C.[CH3:30][S:31]([Cl:34])(=[O:33])=[O:32], predict the reaction product.